Dataset: Full USPTO retrosynthesis dataset with 1.9M reactions from patents (1976-2016). Task: Predict the reactants needed to synthesize the given product. (1) Given the product [Cl:1][C:2]1[CH:7]=[CH:6][C:5]([C:8]2[CH:9]=[C:10]([C:11]([F:14])([F:13])[F:12])[N:19]3[N:20]=[CH:21][C:22]([C:23]4[CH:24]=[N:25][CH:26]=[CH:27][CH:28]=4)=[C:18]3[N:17]=2)=[CH:4][CH:3]=1, predict the reactants needed to synthesize it. The reactants are: [Cl:1][C:2]1[CH:7]=[CH:6][C:5]([C:8](=O)[CH2:9][C:10](=O)[C:11]([F:14])([F:13])[F:12])=[CH:4][CH:3]=1.[NH2:17][C:18]1[C:22]([C:23]2[CH:24]=[N:25][CH:26]=[CH:27][CH:28]=2)=[CH:21][NH:20][N:19]=1. (2) Given the product [CH3:1][C:2]([CH3:25])([CH3:24])[CH2:3][CH2:4][CH2:5][NH:6][C:7]([C:9]1[C:10]([CH:22]([OH:26])[CH3:23])=[N:11][C:12]([N:16]2[CH2:17][CH2:18][O:19][CH2:20][CH2:21]2)=[CH:13][C:14]=1[CH3:15])=[O:8], predict the reactants needed to synthesize it. The reactants are: [CH3:1][C:2]([CH3:25])([CH3:24])[CH2:3][CH2:4][CH2:5][NH:6][C:7]([C:9]1[C:10]([CH:22]=[CH2:23])=[N:11][C:12]([N:16]2[CH2:21][CH2:20][O:19][CH2:18][CH2:17]2)=[CH:13][C:14]=1[CH3:15])=[O:8].[OH-:26].[Na+].OO. (3) The reactants are: Br[C:2]1[N:3]=[CH:4][C:5]2[N:6]([C:8]([C:11]3[CH:18]=[CH:17][C:14]([C:15]#[N:16])=[CH:13][CH:12]=3)=[CH:9][N:10]=2)[CH:7]=1.CC1(C)C(C)(C)OB([C:27]2[CH:28]=[CH:29][C:30]([C:33]([O:35][CH3:36])=[O:34])=[N:31][CH:32]=2)O1.C([O-])([O-])=O.[Na+].[Na+]. Given the product [C:15]([C:14]1[CH:17]=[CH:18][C:11]([C:8]2[N:6]3[CH:7]=[C:2]([C:27]4[CH:28]=[CH:29][C:30]([C:33]([O:35][CH3:36])=[O:34])=[N:31][CH:32]=4)[N:3]=[CH:4][C:5]3=[N:10][CH:9]=2)=[CH:12][CH:13]=1)#[N:16], predict the reactants needed to synthesize it. (4) The reactants are: [OH:1][NH:2][C:3](=[O:35])[CH:4]([N:9]([CH3:34])[C:10]([C:12]1[CH:17]=[CH:16][C:15]([C:18]2[CH:23]=[CH:22][C:21]([O:24][CH2:25][CH2:26][CH2:27][N:28]3[CH2:33][CH2:32][O:31][CH2:30][CH2:29]3)=[CH:20][CH:19]=2)=[CH:14][CH:13]=1)=[O:11])[C:5]([NH:7][CH3:8])=[O:6].[CH3:36][C:37]1[CH:38]=[CH:39][C:40]([S:43]([OH:46])(=[O:45])=[O:44])=[CH:41][CH:42]=1.O. Given the product [CH3:36][C:37]1[CH:38]=[CH:39][C:40]([S:43]([OH:46])(=[O:45])=[O:44])=[CH:41][CH:42]=1.[OH:1][NH:2][C:3](=[O:35])[CH:4]([N:9]([CH3:34])[C:10]([C:12]1[CH:13]=[CH:14][C:15]([C:18]2[CH:23]=[CH:22][C:21]([O:24][CH2:25][CH2:26][CH2:27][N:28]3[CH2:33][CH2:32][O:31][CH2:30][CH2:29]3)=[CH:20][CH:19]=2)=[CH:16][CH:17]=1)=[O:11])[C:5]([NH:7][CH3:8])=[O:6], predict the reactants needed to synthesize it. (5) Given the product [CH3:1][C:2]1[C:6]([CH2:7][S:8][CH2:9][C:10]([N:23]2[CH2:24][CH2:25][N:20]([C:15]3[CH:16]=[CH:17][CH:18]=[CH:19][C:14]=3[CH3:26])[CH2:21][CH2:22]2)=[O:12])=[C:5]([CH3:13])[O:4][N:3]=1, predict the reactants needed to synthesize it. The reactants are: [CH3:1][C:2]1[C:6]([CH2:7][S:8][CH2:9][C:10]([OH:12])=O)=[C:5]([CH3:13])[O:4][N:3]=1.[C:14]1([CH3:26])[CH:19]=[CH:18][CH:17]=[CH:16][C:15]=1[N:20]1[CH2:25][CH2:24][NH:23][CH2:22][CH2:21]1.CCN(CC)CC.C(P1(=O)OP(CCC)(=O)OP(CCC)(=O)O1)CC. (6) Given the product [CH:1]1([CH2:5][O:6][C:7]2[C:15]3[C:10](=[N:11][CH:12]=[C:13]([NH:16][C:17](=[O:33])[C:18]4[C:23]([F:24])=[CH:22][CH:21]=[C:20]([NH:25][S:26]([CH2:29][CH2:30][CH3:31])(=[O:27])=[O:28])[C:19]=4[F:32])[CH:14]=3)[NH:9][N:8]=2)[CH2:4][CH2:3][CH2:2]1, predict the reactants needed to synthesize it. The reactants are: [CH:1]1([CH2:5][O:6][C:7]2[C:15]3[C:10](=[N:11][CH:12]=[C:13]([NH:16][C:17](=[O:33])[C:18]4[C:23]([F:24])=[CH:22][CH:21]=[C:20]([NH:25][S:26]([CH2:29][CH2:30][CH3:31])(=[O:28])=[O:27])[C:19]=4[F:32])[CH:14]=3)[N:9](CC3C=CC(OC)=CC=3)[N:8]=2)[CH2:4][CH2:3][CH2:2]1. (7) Given the product [CH3:1][C@@H:2]([C@@H:11]1[C@@:15]2([CH3:31])[CH2:16][CH2:17][CH2:18]/[C:19](=[CH:20]\[CH:21]=[C:22]3\[CH2:23][C@@H:24]([OH:30])[CH2:25][C@H:26]([OH:29])[C:27]\3=[CH2:28])/[CH:14]2[CH2:13][CH2:12]1)/[CH:3]=[CH:4]/[C@@:5]([OH:10])([CH:7]([CH3:8])[CH3:9])[CH3:6].[CH:32]([O:35][CH3:36])=[O:34], predict the reactants needed to synthesize it. The reactants are: [CH3:1][C@@H:2]([C@@H:11]1[C@@:15]2([CH3:31])[CH2:16][CH2:17][CH2:18]/[C:19](=[CH:20]\[CH:21]=[C:22]3\[CH2:23][C@@H:24]([OH:30])[CH2:25][C@H:26]([OH:29])[C:27]\3=[CH2:28])/[CH:14]2[CH2:13][CH2:12]1)/[CH:3]=[CH:4]/[C@@:5]([OH:10])([CH:7]([CH3:9])[CH3:8])[CH3:6].[C:32]([O:35][CH2:36]C)(=[O:34])C.